Dataset: NCI-60 drug combinations with 297,098 pairs across 59 cell lines. Task: Regression. Given two drug SMILES strings and cell line genomic features, predict the synergy score measuring deviation from expected non-interaction effect. Drug 1: CN1C(=O)N2C=NC(=C2N=N1)C(=O)N. Drug 2: C1CN(P(=O)(OC1)NCCCl)CCCl. Cell line: HT29. Synergy scores: CSS=-6.96, Synergy_ZIP=2.75, Synergy_Bliss=0.270, Synergy_Loewe=-6.31, Synergy_HSA=-5.00.